From a dataset of Full USPTO retrosynthesis dataset with 1.9M reactions from patents (1976-2016). Predict the reactants needed to synthesize the given product. (1) Given the product [C:36]([O:11][C:7]1[CH:6]=[C:5]([C:1]([CH3:2])([CH3:29])[CH3:3])[CH:23]=[CH:22][C:8]=1[C:9]1([O:21][C:24](=[O:27])[CH3:25])[C:18](=[O:19])[C:17]2[C:12](=[CH:13][CH:14]=[CH:15][CH:16]=2)[C:10]1=[O:20])(=[O:37])[CH3:35], predict the reactants needed to synthesize it. The reactants are: [CH:1]([C:5]1[CH:23]=[CH:22][C:8]2[C:9]3([OH:21])[C:18](=[O:19])[C:17]4[C:12](=[CH:13][CH:14]=[CH:15][CH:16]=4)[C:10]3([OH:20])[O:11][C:7]=2[CH:6]=1)([CH2:3]C)[CH3:2].[C:24]([OH:27])(=O)[CH3:25].N1C=CC=C[CH:29]=1.C1C[O:37][CH2:36][CH2:35]1. (2) The reactants are: FC(F)(F)C(O)=O.C(OC([NH:15][C:16]1[CH:17]=[CH:18][C:19]([C:22]2[N:26]([C:27]3[CH:32]=[N:31][CH:30]=[CH:29][N:28]=3)[N:25]=[C:24]([C:33]([N:35]3[CH2:40][CH2:39][C:38]([F:42])([F:41])[CH2:37][CH2:36]3)=[O:34])[CH:23]=2)=[N:20][CH:21]=1)=O)(C)(C)C. Given the product [NH2:15][C:16]1[CH:17]=[CH:18][C:19]([C:22]2[N:26]([C:27]3[CH:32]=[N:31][CH:30]=[CH:29][N:28]=3)[N:25]=[C:24]([C:33]([N:35]3[CH2:36][CH2:37][C:38]([F:42])([F:41])[CH2:39][CH2:40]3)=[O:34])[CH:23]=2)=[N:20][CH:21]=1, predict the reactants needed to synthesize it. (3) Given the product [OH:19][B:16]1[C:15]2[CH:20]=[C:11]([O:10][C:6]3[CH:5]=[C:4]([CH:9]=[CH:8][CH:7]=3)[C:3]([OH:21])=[O:2])[CH:12]=[CH:13][C:14]=2[CH2:18][O:17]1, predict the reactants needed to synthesize it. The reactants are: C[O:2][C:3](=[O:21])[C:4]1[CH:9]=[CH:8][CH:7]=[C:6]([O:10][C:11]2[CH:12]=[CH:13][C:14]3[CH2:18][O:17][B:16]([OH:19])[C:15]=3[CH:20]=2)[CH:5]=1.O.[Li+].[OH-]. (4) Given the product [C:1]1([CH:7]([CH3:11])[CH2:8][CH:9]([OH:10])[CH3:12])[CH:6]=[CH:5][CH:4]=[CH:3][CH:2]=1, predict the reactants needed to synthesize it. The reactants are: [C:1]1([CH:7]([CH3:11])[CH2:8][CH:9]=[O:10])[CH:6]=[CH:5][CH:4]=[CH:3][CH:2]=1.[CH3:12][Mg]Cl. (5) Given the product [CH3:5][C:2]([N:1]1[Si:18]([CH3:20])([CH3:19])[CH2:17][CH2:16][Si:15]1([CH3:23])[CH3:22])([CH3:6])[C:3]#[CH:4], predict the reactants needed to synthesize it. The reactants are: [NH2:1][C:2]([CH3:6])([CH3:5])[C:3]#[CH:4].C(N(CC)CC)C.Cl[Si:15]([CH3:23])([CH3:22])[CH2:16][CH2:17][Si:18](Cl)([CH3:20])[CH3:19].